Dataset: Full USPTO retrosynthesis dataset with 1.9M reactions from patents (1976-2016). Task: Predict the reactants needed to synthesize the given product. (1) Given the product [Cl:27][C:28]1[CH:29]=[C:30]2[C:39](=[CH:40][CH:41]=1)[C:38]([NH:42][CH:43]([CH3:44])[CH2:50][CH2:51][CH2:25][CH2:26][NH:22][C:12](=[O:14])[CH2:11][CH2:10][C:3]1[C:4]3[C:9](=[CH:8][CH:7]=[CH:6][CH:5]=3)[NH:1][CH:2]=1)=[C:37]1[C:32]([CH2:33][CH2:34][CH2:35][CH2:36]1)=[N:31]2, predict the reactants needed to synthesize it. The reactants are: [NH:1]1[C:9]2[C:4](=[CH:5][CH:6]=[CH:7][CH:8]=2)[C:3]([CH2:10][CH2:11][C:12]([OH:14])=O)=[CH:2]1.C([N:22]1[CH:26]=[CH:25]N=C1)(N1C=CN=C1)=O.[Cl:27][C:28]1[CH:29]=[C:30]2[C:39](=[CH:40][CH:41]=1)[C:38]([NH:42][CH2:43][CH2:44]CCCCN)=[C:37]1[C:32]([CH2:33][CH2:34][CH2:35][CH2:36]1)=[N:31]2.[CH2:50]1COC[CH2:51]1. (2) Given the product [O:12]1[CH:16]=[CH:15][CH:14]=[C:13]1[C:17]1[N:18]=[CH:19][C:20]([CH2:23][NH:11][C:8]23[CH2:10][CH:4]4[CH2:5][CH:6]([CH2:1][CH:2]([CH2:3]4)[CH2:9]2)[CH2:7]3)=[CH:21][N:22]=1, predict the reactants needed to synthesize it. The reactants are: [CH2:1]1[CH:6]2[CH2:7][C:8]3([NH2:11])[CH2:10][CH:4]([CH2:5]2)[CH2:3][CH:2]1[CH2:9]3.[O:12]1[CH:16]=[CH:15][CH:14]=[C:13]1[C:17]1[N:22]=[CH:21][C:20]([CH:23]=O)=[CH:19][N:18]=1. (3) Given the product [CH3:1][C:2]1[C:3](=[O:9])[CH2:4][CH2:5][CH2:6][C:7]=1[NH:10][C:11]1[CH:12]=[C:13]([C:21]([OH:23])=[O:22])[C:14]2[C:19]([CH:20]=1)=[CH:18][CH:17]=[CH:16][CH:15]=2.[C:2]1([CH3:1])[CH:7]=[CH:6][CH:5]=[CH:4][CH:3]=1, predict the reactants needed to synthesize it. The reactants are: [CH3:1][CH:2]1[C:7](=O)[CH2:6][CH2:5][CH2:4][C:3]1=[O:9].[NH2:10][C:11]1[CH:12]=[C:13]([C:21]([OH:23])=[O:22])[C:14]2[C:19]([CH:20]=1)=[CH:18][CH:17]=[CH:16][CH:15]=2.